From a dataset of Full USPTO retrosynthesis dataset with 1.9M reactions from patents (1976-2016). Predict the reactants needed to synthesize the given product. (1) Given the product [NH2:13][C:14]1[C:15]([C:27]([NH:34][C:33]2[CH:35]=[CH:36][CH:37]=[CH:38][C:32]=2[O:31][CH3:30])=[O:29])=[N:16][C:17]([NH:20][C:21]2[CH:22]=[CH:23][CH:24]=[CH:25][CH:26]=2)=[CH:18][N:19]=1, predict the reactants needed to synthesize it. The reactants are: C1N=CN(C(N2C=NC=C2)=O)C=1.[NH2:13][C:14]1[C:15]([C:27]([OH:29])=O)=[N:16][C:17]([NH:20][C:21]2[CH:26]=[CH:25][CH:24]=[CH:23][CH:22]=2)=[CH:18][N:19]=1.[CH3:30][O:31][C:32]1[CH:38]=[CH:37][CH:36]=[CH:35][C:33]=1[NH2:34]. (2) Given the product [NH2:1][C:2]1[C:3]([C:18]([NH:54][C:55]2[C:60]([N:61]3[CH2:66][CH2:65][CH:64]([NH:67][C:68](=[O:74])[O:69][C:70]([CH3:72])([CH3:71])[CH3:73])[CH2:63][CH2:62]3)=[CH:59][CH:58]=[CH:57][N:56]=2)=[O:20])=[N:4][C:5]([C:8]2[C:13]([C:14]([F:15])([F:16])[F:17])=[CH:12][CH:11]=[CH:10][N:9]=2)=[CH:6][N:7]=1, predict the reactants needed to synthesize it. The reactants are: [NH2:1][C:2]1[C:3]([C:18]([OH:20])=O)=[N:4][C:5]([C:8]2[C:13]([C:14]([F:17])([F:16])[F:15])=[CH:12][CH:11]=[CH:10][N:9]=2)=[CH:6][N:7]=1.CN(C(ON1N=NC2C=CC=NC1=2)=[N+](C)C)C.F[P-](F)(F)(F)(F)F.C(N(C(C)C)C(C)C)C.[NH2:54][C:55]1[C:60]([N:61]2[CH2:66][CH2:65][CH:64]([NH:67][C:68](=[O:74])[O:69][C:70]([CH3:73])([CH3:72])[CH3:71])[CH2:63][CH2:62]2)=[CH:59][CH:58]=[CH:57][N:56]=1. (3) Given the product [NH:2]([C:5]1[C:10]([C:11]([O:13][CH2:14][CH3:15])=[O:12])=[CH:9][N:8]=[C:7]([S:16][CH3:17])[N:6]=1)[NH2:3], predict the reactants needed to synthesize it. The reactants are: O.[NH2:2][NH2:3].Cl[C:5]1[C:10]([C:11]([O:13][CH2:14][CH3:15])=[O:12])=[CH:9][N:8]=[C:7]([S:16][CH3:17])[N:6]=1. (4) Given the product [F:18][C:14]1([F:19])[C:2]2([CH2:3][CH2:4][CH:5]([C:8]([O:10][CH2:11][CH3:12])=[O:9])[CH2:6][CH2:7]2)[CH2:1]1, predict the reactants needed to synthesize it. The reactants are: [CH2:1]=[C:2]1[CH2:7][CH2:6][CH:5]([C:8]([O:10][CH2:11][CH3:12])=[O:9])[CH2:4][CH2:3]1.Cl[C:14]([F:19])([F:18])C([O-])=O.[Na+]. (5) Given the product [F:16][C:2]([F:1])([F:15])[C:3]1[CH:14]=[CH:13][CH:12]=[CH:11][C:4]=1[CH2:5][O:6][CH:7]1[CH2:8][N:9]([C:18]2[N:23]=[N:22][C:21]([C:24]([O:26][CH3:27])=[O:25])=[CH:20][CH:19]=2)[CH2:10]1, predict the reactants needed to synthesize it. The reactants are: [F:1][C:2]([F:16])([F:15])[C:3]1[CH:14]=[CH:13][CH:12]=[CH:11][C:4]=1[CH2:5][O:6][CH:7]1[CH2:10][NH:9][CH2:8]1.Cl[C:18]1[N:23]=[N:22][C:21]([C:24]([O:26][CH3:27])=[O:25])=[CH:20][CH:19]=1.C(=O)([O-])[O-].[K+].[K+].O.